This data is from Catalyst prediction with 721,799 reactions and 888 catalyst types from USPTO. The task is: Predict which catalyst facilitates the given reaction. (1) Product: [C:1]([O:5][C:6]([NH:8][C:9]1[CH:13]=[CH:12][S:11][C:10]=1[C:14]([OH:16])=[O:15])=[O:7])([CH3:4])([CH3:2])[CH3:3]. Reactant: [C:1]([O:5][C:6]([NH:8][C:9]1[CH:13]=[CH:12][S:11][C:10]=1[C:14]([O:16]CC)=[O:15])=[O:7])([CH3:4])([CH3:3])[CH3:2].[OH-].[Na+]. The catalyst class is: 87. (2) Reactant: [OH:1][CH:2]([C:6]1[CH:14]=[CH:13][C:9]([C:10]([OH:12])=O)=[CH:8][CH:7]=1)[CH2:3][CH2:4][CH3:5].Cl.[NH2:16][CH2:17][CH2:18][C:19]([O:21][CH2:22][CH3:23])=[O:20].C(N(C(C)C)CC)(C)C. Product: [OH:1][CH:2]([C:6]1[CH:7]=[CH:8][C:9]([C:10]([NH:16][CH2:17][CH2:18][C:19]([O:21][CH2:22][CH3:23])=[O:20])=[O:12])=[CH:13][CH:14]=1)[CH2:3][CH2:4][CH3:5]. The catalyst class is: 9.